This data is from Reaction yield outcomes from USPTO patents with 853,638 reactions. The task is: Predict the reaction yield, written as a fraction of the theoretical maximum amount of product (1.0 means a 100% yield; for example, 0.34 means a 34% yield). (1) The reactants are [CH2:1]([O:8][C:9](=[O:28])[NH:10][C:11](=O)[CH2:12][C@H:13]([NH:16][C:17]1[CH:22]=[CH:21][C:20]([C:23]([F:26])([F:25])[F:24])=[CH:19][CH:18]=1)[CH2:14][CH3:15])[C:2]1[CH:7]=[CH:6][CH:5]=[CH:4][CH:3]=1.[BH4-].[Na+].[Mg].Cl.C(O)(=O)CC(CC(O)=O)(C(O)=O)O. The product is [CH2:1]([O:8][C:9](=[O:28])[NH:10][C@@H:11]1[C:22]2[C:17](=[CH:18][CH:19]=[C:20]([C:23]([F:26])([F:25])[F:24])[CH:21]=2)[NH:16][C@H:13]([CH2:14][CH3:15])[CH2:12]1)[C:2]1[CH:7]=[CH:6][CH:5]=[CH:4][CH:3]=1. The yield is 0.820. The catalyst is O.C(Cl)Cl.C(O)C. (2) The reactants are [F:1][C:2]([F:9])([F:8])[CH:3]=[CH:4][N+:5]([O-:7])=[O:6].[CH2:10]([NH2:17])[C:11]1[CH:16]=[CH:15][CH:14]=[CH:13][CH:12]=1. The catalyst is C1(C)C=CC=CC=1. The product is [CH2:10]([NH:17][CH:3]([CH2:4][N+:5]([O-:7])=[O:6])[C:2]([F:9])([F:8])[F:1])[C:11]1[CH:16]=[CH:15][CH:14]=[CH:13][CH:12]=1. The yield is 0.780. (3) The reactants are [CH2:1]([N:3]1[C:11]2[C:6](=[CH:7][CH:8]=[C:9]([O:12]C)[CH:10]=2)[C:5]([C:14]#[N:15])=[CH:4]1)[CH3:2].B(Br)(Br)Br.[OH-].[Na+]. The catalyst is C(Cl)Cl. The product is [OH:12][C:9]1[CH:10]=[C:11]2[C:6]([C:5]([C:14]#[N:15])=[CH:4][N:3]2[CH2:1][CH3:2])=[CH:7][CH:8]=1. The yield is 0.820. (4) The reactants are [F:1][C:2]1[CH:7]=[CH:6][C:5]([C:8]2[O:12][N:11]=[C:10]([CH:13]([OH:15])[CH3:14])[N:9]=2)=[CH:4][CH:3]=1.CC(OI1(OC(C)=O)(OC(C)=O)OC(=O)C2C=CC=CC1=2)=O. The catalyst is C(Cl)Cl. The product is [F:1][C:2]1[CH:3]=[CH:4][C:5]([C:8]2[O:12][N:11]=[C:10]([C:13](=[O:15])[CH3:14])[N:9]=2)=[CH:6][CH:7]=1. The yield is 0.720.